Dataset: Catalyst prediction with 721,799 reactions and 888 catalyst types from USPTO. Task: Predict which catalyst facilitates the given reaction. (1) Product: [CH2:1]([O:8][C:14]1[C:13]([C:23]2[C:28]([F:29])=[CH:27][C:26]([F:30])=[CH:25][C:24]=2[F:31])=[C:12]([Cl:11])[C:21]2[CH:20]=[N:19][CH:18]=[N:17][C:16]=2[N:15]=1)[C:2]1[CH:7]=[CH:6][CH:5]=[CH:4][CH:3]=1. Reactant: [CH2:1]([OH:8])[C:2]1[CH:7]=[CH:6][CH:5]=[CH:4][CH:3]=1.[H-].[Na+].[Cl:11][C:12]1[C:21]2[CH:20]=[N:19][CH:18]=[N:17][C:16]=2[N:15]=[C:14](Cl)[C:13]=1[C:23]1[C:28]([F:29])=[CH:27][C:26]([F:30])=[CH:25][C:24]=1[F:31]. The catalyst class is: 6. (2) The catalyst class is: 146. Product: [C:35]([O:38][C:39]([N:19]([CH2:18][C:15]1[CH:16]=[CH:17][C:12]([C:11]#[C:10][C:7]2[CH:8]=[CH:9][C:4]([C:3]([OH:2])=[O:24])=[CH:5][CH:6]=2)=[CH:13][CH:14]=1)[CH2:20][CH2:21][O:22][CH3:23])=[O:40])([CH3:37])([CH3:36])[CH3:34]. Reactant: C[O:2][C:3](=[O:24])[C:4]1[CH:9]=[CH:8][C:7]([C:10]#[C:11][C:12]2[CH:17]=[CH:16][C:15]([CH2:18][NH:19][CH2:20][CH2:21][O:22][CH3:23])=[CH:14][CH:13]=2)=[CH:6][CH:5]=1.CCN(C(C)C)C(C)C.[CH3:34][C:35]([O:38][C:39](O[C:39]([O:38][C:35]([CH3:37])([CH3:36])[CH3:34])=[O:40])=[O:40])([CH3:37])[CH3:36].[OH-].[Na+].OP(O)(O)=O. (3) Reactant: [NH2:1][C:2]([NH:4][C:5]1[S:6][C:7]([C:14]2[CH:19]=[CH:18][CH:17]=[CH:16][CH:15]=2)=[CH:8][C:9]=1[C:10]([O:12]C)=O)=[O:3].C[Al](C)C.[N:24]12[CH2:31][CH2:30][CH:27]([CH2:28][CH2:29]1)[C@@H:26]([NH2:32])[CH2:25]2.[C@H](O)(C([O-])=O)[C@@H](O)C([O-])=O.[Na+].[K+]. Product: [NH2:1][C:2]([NH:4][C:5]1[S:6][C:7]([C:14]2[CH:19]=[CH:18][CH:17]=[CH:16][CH:15]=2)=[CH:8][C:9]=1[C:10]([NH:32][C@@H:26]1[CH:27]2[CH2:30][CH2:31][N:24]([CH2:29][CH2:28]2)[CH2:25]1)=[O:12])=[O:3]. The catalyst class is: 1.